Dataset: Peptide-MHC class I binding affinity with 185,985 pairs from IEDB/IMGT. Task: Regression. Given a peptide amino acid sequence and an MHC pseudo amino acid sequence, predict their binding affinity value. This is MHC class I binding data. (1) The peptide sequence is VLDEPSIGL. The MHC is HLA-A02:19 with pseudo-sequence HLA-A02:19. The binding affinity (normalized) is 1.00. (2) The peptide sequence is SLFNWLWYE. The MHC is HLA-B27:03 with pseudo-sequence HLA-B27:03. The binding affinity (normalized) is 0.0847.